From a dataset of Catalyst prediction with 721,799 reactions and 888 catalyst types from USPTO. Predict which catalyst facilitates the given reaction. (1) Reactant: C(OC([N:8]1[CH2:13][CH2:12][C:11]2=[C:14]([CH:17]=[O:18])[NH:15][CH:16]=[C:10]2[C:9]1=[O:19])=O)(C)(C)C. Product: [O:19]=[C:9]1[C:10]2=[CH:16][NH:15][C:14]([CH:17]=[O:18])=[C:11]2[CH2:12][CH2:13][NH:8]1. The catalyst class is: 330. (2) The catalyst class is: 3. Reactant: [Br:1][C:2]1[CH:3]=[CH:4][C:5]2[S:9][C:8]([Si:10]([CH3:13])([CH3:12])[CH3:11])=[CH:7][C:6]=2[CH:14]=1.[Cl:15]N1C(=O)CCC1=O. Product: [Br:1][C:2]1[CH:3]=[CH:4][C:5]2[S:9][C:8]([Si:10]([CH3:11])([CH3:13])[CH3:12])=[C:7]([Cl:15])[C:6]=2[CH:14]=1. (3) Reactant: [C:1](N[C@H](C(O)=O)CCC(O)=O)(=[O:5])[C:2]([CH3:4])=[CH2:3].[NH2:16][CH2:17][CH2:18][C:19]([OH:21])=[O:20].[OH-].[Na+].C(Cl)(=O)C(C)=C. Product: [C:1]([NH:16][CH2:17][CH2:18][C:19]([OH:21])=[O:20])(=[O:5])[C:2]([CH3:4])=[CH2:3]. The catalyst class is: 6. (4) Reactant: [F:1][C:2]([F:41])([F:40])[C:3]1[CH:4]=[C:5]([C@H:13]([O:15][C@H:16]2[CH2:20][N:19]([C:21]([O:23][C:24]([CH3:27])([CH3:26])[CH3:25])=[O:22])[C@H:18]([CH2:28][C:29]([O:31][CH3:32])=[O:30])[C@@H:17]2[C:33]2[CH:38]=[CH:37][C:36]([F:39])=[CH:35][CH:34]=2)[CH3:14])[CH:6]=[C:7]([C:9]([F:12])([F:11])[F:10])[CH:8]=1.[CH3:42][Si]([N-][Si](C)(C)C)(C)C.[Li+].CI. Product: [F:12][C:9]([F:10])([F:11])[C:7]1[CH:6]=[C:5]([C@H:13]([O:15][C@H:16]2[CH2:20][N:19]([C:21]([O:23][C:24]([CH3:25])([CH3:26])[CH3:27])=[O:22])[C@@H:18]([CH:28]([CH3:42])[C:29]([O:31][CH3:32])=[O:30])[C@@H:17]2[C:33]2[CH:38]=[CH:37][C:36]([F:39])=[CH:35][CH:34]=2)[CH3:14])[CH:4]=[C:3]([C:2]([F:1])([F:40])[F:41])[CH:8]=1. The catalyst class is: 1.